The task is: Regression. Given two drug SMILES strings and cell line genomic features, predict the synergy score measuring deviation from expected non-interaction effect.. This data is from NCI-60 drug combinations with 297,098 pairs across 59 cell lines. (1) Drug 1: CS(=O)(=O)CCNCC1=CC=C(O1)C2=CC3=C(C=C2)N=CN=C3NC4=CC(=C(C=C4)OCC5=CC(=CC=C5)F)Cl. Drug 2: C(CCl)NC(=O)N(CCCl)N=O. Cell line: SK-MEL-5. Synergy scores: CSS=4.02, Synergy_ZIP=-2.76, Synergy_Bliss=-0.312, Synergy_Loewe=-0.820, Synergy_HSA=-0.281. (2) Drug 1: CC1C(C(CC(O1)OC2CC(CC3=C2C(=C4C(=C3O)C(=O)C5=C(C4=O)C(=CC=C5)OC)O)(C(=O)C)O)N)O.Cl. Drug 2: B(C(CC(C)C)NC(=O)C(CC1=CC=CC=C1)NC(=O)C2=NC=CN=C2)(O)O. Cell line: UO-31. Synergy scores: CSS=7.24, Synergy_ZIP=-4.56, Synergy_Bliss=-6.03, Synergy_Loewe=-3.36, Synergy_HSA=-3.15. (3) Drug 1: CC=C1C(=O)NC(C(=O)OC2CC(=O)NC(C(=O)NC(CSSCCC=C2)C(=O)N1)C(C)C)C(C)C. Drug 2: C#CCC(CC1=CN=C2C(=N1)C(=NC(=N2)N)N)C3=CC=C(C=C3)C(=O)NC(CCC(=O)O)C(=O)O. Cell line: SK-OV-3. Synergy scores: CSS=28.2, Synergy_ZIP=-4.72, Synergy_Bliss=-6.37, Synergy_Loewe=-10.3, Synergy_HSA=-3.75. (4) Drug 1: C1=CC=C(C=C1)NC(=O)CCCCCCC(=O)NO. Drug 2: C(=O)(N)NO. Cell line: OVCAR-8. Synergy scores: CSS=33.9, Synergy_ZIP=-8.21, Synergy_Bliss=2.67, Synergy_Loewe=-52.0, Synergy_HSA=2.12. (5) Drug 1: CC1=C2C(C(=O)C3(C(CC4C(C3C(C(C2(C)C)(CC1OC(=O)C(C(C5=CC=CC=C5)NC(=O)OC(C)(C)C)O)O)OC(=O)C6=CC=CC=C6)(CO4)OC(=O)C)OC)C)OC. Drug 2: CC1=CC=C(C=C1)C2=CC(=NN2C3=CC=C(C=C3)S(=O)(=O)N)C(F)(F)F. Cell line: SK-MEL-2. Synergy scores: CSS=36.4, Synergy_ZIP=-1.95, Synergy_Bliss=-3.34, Synergy_Loewe=-19.0, Synergy_HSA=-1.04. (6) Drug 1: CC(C)(C#N)C1=CC(=CC(=C1)CN2C=NC=N2)C(C)(C)C#N. Drug 2: CCCCCOC(=O)NC1=NC(=O)N(C=C1F)C2C(C(C(O2)C)O)O. Cell line: DU-145. Synergy scores: CSS=-1.92, Synergy_ZIP=2.39, Synergy_Bliss=2.23, Synergy_Loewe=-2.29, Synergy_HSA=-4.44. (7) Drug 1: CC1C(C(CC(O1)OC2CC(CC3=C2C(=C4C(=C3O)C(=O)C5=C(C4=O)C(=CC=C5)OC)O)(C(=O)C)O)N)O.Cl. Drug 2: C(CCl)NC(=O)N(CCCl)N=O. Cell line: SK-OV-3. Synergy scores: CSS=9.01, Synergy_ZIP=-3.36, Synergy_Bliss=3.77, Synergy_Loewe=-11.1, Synergy_HSA=2.53. (8) Drug 1: CC1OCC2C(O1)C(C(C(O2)OC3C4COC(=O)C4C(C5=CC6=C(C=C35)OCO6)C7=CC(=C(C(=C7)OC)O)OC)O)O. Drug 2: CCC1=C2CN3C(=CC4=C(C3=O)COC(=O)C4(CC)O)C2=NC5=C1C=C(C=C5)O. Cell line: SW-620. Synergy scores: CSS=42.3, Synergy_ZIP=-8.35, Synergy_Bliss=-10.5, Synergy_Loewe=-6.26, Synergy_HSA=-3.55. (9) Drug 1: C1CC(=O)NC(=O)C1N2CC3=C(C2=O)C=CC=C3N. Drug 2: CC1=C(C=C(C=C1)NC(=O)C2=CC=C(C=C2)CN3CCN(CC3)C)NC4=NC=CC(=N4)C5=CN=CC=C5. Cell line: UO-31. Synergy scores: CSS=1.62, Synergy_ZIP=0.851, Synergy_Bliss=3.97, Synergy_Loewe=1.27, Synergy_HSA=1.58.